From a dataset of NCI-60 drug combinations with 297,098 pairs across 59 cell lines. Regression. Given two drug SMILES strings and cell line genomic features, predict the synergy score measuring deviation from expected non-interaction effect. (1) Drug 1: COC1=CC(=CC(=C1O)OC)C2C3C(COC3=O)C(C4=CC5=C(C=C24)OCO5)OC6C(C(C7C(O6)COC(O7)C8=CC=CS8)O)O. Drug 2: C1=C(C(=O)NC(=O)N1)N(CCCl)CCCl. Cell line: HCT116. Synergy scores: CSS=64.5, Synergy_ZIP=-3.75, Synergy_Bliss=-4.07, Synergy_Loewe=-10.0, Synergy_HSA=-0.390. (2) Drug 1: COC1=NC(=NC2=C1N=CN2C3C(C(C(O3)CO)O)O)N. Drug 2: COC1=C2C(=CC3=C1OC=C3)C=CC(=O)O2. Cell line: M14. Synergy scores: CSS=-0.310, Synergy_ZIP=11.8, Synergy_Bliss=17.0, Synergy_Loewe=11.2, Synergy_HSA=5.88.